Dataset: NCI-60 drug combinations with 297,098 pairs across 59 cell lines. Task: Regression. Given two drug SMILES strings and cell line genomic features, predict the synergy score measuring deviation from expected non-interaction effect. (1) Drug 1: CCCS(=O)(=O)NC1=C(C(=C(C=C1)F)C(=O)C2=CNC3=C2C=C(C=N3)C4=CC=C(C=C4)Cl)F. Drug 2: CCCS(=O)(=O)NC1=C(C(=C(C=C1)F)C(=O)C2=CNC3=C2C=C(C=N3)C4=CC=C(C=C4)Cl)F. Cell line: IGROV1. Synergy scores: CSS=6.06, Synergy_ZIP=-1.50, Synergy_Bliss=3.38, Synergy_Loewe=2.01, Synergy_HSA=1.79. (2) Drug 1: CCC1=C2CN3C(=CC4=C(C3=O)COC(=O)C4(CC)O)C2=NC5=C1C=C(C=C5)O. Drug 2: COC1=C2C(=CC3=C1OC=C3)C=CC(=O)O2. Cell line: SK-OV-3. Synergy scores: CSS=23.2, Synergy_ZIP=-5.31, Synergy_Bliss=0.316, Synergy_Loewe=-23.4, Synergy_HSA=-1.51. (3) Drug 1: CN1C2=C(C=C(C=C2)N(CCCl)CCCl)N=C1CCCC(=O)O.Cl. Drug 2: B(C(CC(C)C)NC(=O)C(CC1=CC=CC=C1)NC(=O)C2=NC=CN=C2)(O)O. Cell line: HOP-62. Synergy scores: CSS=33.4, Synergy_ZIP=4.36, Synergy_Bliss=5.90, Synergy_Loewe=-53.9, Synergy_HSA=2.81. (4) Drug 1: C1=CC(=C2C(=C1NCCNCCO)C(=O)C3=C(C=CC(=C3C2=O)O)O)NCCNCCO. Drug 2: CC1=CC=C(C=C1)C2=CC(=NN2C3=CC=C(C=C3)S(=O)(=O)N)C(F)(F)F. Cell line: IGROV1. Synergy scores: CSS=42.8, Synergy_ZIP=-3.86, Synergy_Bliss=-2.28, Synergy_Loewe=-39.6, Synergy_HSA=0.215.